This data is from Reaction yield outcomes from USPTO patents with 853,638 reactions. The task is: Predict the reaction yield, written as a fraction of the theoretical maximum amount of product (1.0 means a 100% yield; for example, 0.34 means a 34% yield). The yield is 0.950. The product is [NH2:16][CH2:15][C:10]1[CH:11]=[CH:12][CH:13]=[CH:14][C:9]=1[CH2:8][NH:7][C:6](=[O:5])[CH3:18]. The reactants are C([O:5][C:6](=O)[NH:7][CH2:8][C:9]1[CH:14]=[CH:13][CH:12]=[CH:11][C:10]=1[CH2:15][NH2:16])(C)(C)C.[CH2:18](N(CC)CC)C.CC(OC(C)=O)=O.Cl.O1CCOCC1. The catalyst is C(Cl)Cl.